Dataset: Reaction yield outcomes from USPTO patents with 853,638 reactions. Task: Predict the reaction yield, written as a fraction of the theoretical maximum amount of product (1.0 means a 100% yield; for example, 0.34 means a 34% yield). (1) The reactants are [Br:1][C:2]1[C:3]([F:21])=[C:4]2[CH:10]=[CH:9][N:8]([Si](C(C)C)(C(C)C)C(C)C)[C:5]2=[N:6][CH:7]=1.O.CCOCC. The catalyst is C1COCC1. The product is [Br:1][C:2]1[C:3]([F:21])=[C:4]2[CH:10]=[CH:9][NH:8][C:5]2=[N:6][CH:7]=1. The yield is 0.720. (2) The reactants are [N:1]1[C:10]2[C:5](=[CH:6][CH:7]=[CH:8][CH:9]=2)[CH:4]=[C:3]([CH:11]=O)[CH:2]=1.CN.CO.CC(O)=O.[BH3-][C:22]#[N:23].[Na+]. The catalyst is CO. The product is [CH3:22][NH:23][CH2:11][C:3]1[CH:2]=[N:1][C:10]2[C:5]([CH:4]=1)=[CH:6][CH:7]=[CH:8][CH:9]=2. The yield is 0.240.